From a dataset of Catalyst prediction with 721,799 reactions and 888 catalyst types from USPTO. Predict which catalyst facilitates the given reaction. (1) Reactant: [NH2:1][CH:2]1[CH2:6][CH2:5][N:4]([C:7](=[O:37])[CH:8]([N:15]2[C:19]3[CH:20]=[C:21]([Cl:24])[CH:22]=[CH:23][C:18]=3[N:17]([S:25]([C:28]3[CH:33]=[CH:32][C:31]([O:34][CH3:35])=[CH:30][CH:29]=3)(=[O:27])=[O:26])[C:16]2=[O:36])[C:9]2[CH:14]=[CH:13][CH:12]=[CH:11][CH:10]=2)[CH2:3]1.C(OC([N:45]1[CH2:50][CH2:49][C:48](=O)[CH2:47][CH2:46]1)=O)(C)(C)C.C(O[BH-](OC(=O)C)OC(=O)C)(=O)C. Product: [Cl:24][C:21]1[CH:22]=[CH:23][C:18]2[N:17]([S:25]([C:28]3[CH:29]=[CH:30][C:31]([O:34][CH3:35])=[CH:32][CH:33]=3)(=[O:27])=[O:26])[C:16](=[O:36])[N:15]([CH:8]([C:9]3[CH:14]=[CH:13][CH:12]=[CH:11][CH:10]=3)[C:7](=[O:37])[N:4]3[CH2:5][CH2:6][CH:2]([NH:1][CH:48]4[CH2:49][CH2:50][NH:45][CH2:46][CH2:47]4)[CH2:3]3)[C:19]=2[CH:20]=1. The catalyst class is: 1. (2) The catalyst class is: 3. Reactant: [CH3:1][S:2]([NH:5][C:6]1[S:10][C:9]([C:11]([O:13][C:14]([CH3:17])([CH3:16])[CH3:15])=[O:12])=[CH:8][CH:7]=1)(=[O:4])=[O:3].Cl.Cl[CH2:20][CH2:21][N:22]1[CH2:27][CH2:26][O:25][CH2:24][CH2:23]1.C([O-])([O-])=O.[K+].[K+].CS(N(C1SC(C(OC(C)(C)C)=O)=CC=1)S(C)(=O)=O)(=O)=O. Product: [O:25]1[CH2:26][CH2:27][N:22]([CH2:21][CH2:20][N:5]([C:6]2[S:10][C:9]([C:11]([O:13][C:14]([CH3:17])([CH3:16])[CH3:15])=[O:12])=[CH:8][CH:7]=2)[S:2]([CH3:1])(=[O:3])=[O:4])[CH2:23][CH2:24]1. (3) The catalyst class is: 6. Product: [NH:21]1[C:20]2[CH:24]=[CH:25][C:17]([C:15]([N:11]3[CH2:12][CH2:13][C:14]4=[C:6]([C:4]([OH:5])=[O:3])[NH:7][N:8]=[C:9]4[CH2:10]3)=[O:16])=[CH:18][C:19]=2[N:23]=[N:22]1. Reactant: C([O:3][C:4]([C:6]1[NH:7][N:8]=[C:9]2[C:14]=1[CH2:13][CH2:12][N:11]([C:15]([C:17]1[CH:25]=[CH:24][C:20]3[NH:21][N:22]=[N:23][C:19]=3[CH:18]=1)=[O:16])[CH2:10]2)=[O:5])C.[OH-].[Na+].C(O)C.Cl. (4) Reactant: C1(P(C2C=CC=CC=2)C2C=CC=CC=2)C=CC=CC=1.[N:20]([CH2:23][C@H:24]1[O:28][C:27](=[O:29])[N:26]([C:30]2[CH:35]=[CH:34][C:33]([S:36][C:37]([C:50]3[CH:55]=[CH:54][CH:53]=[CH:52][CH:51]=3)([C:44]3[CH:49]=[CH:48][CH:47]=[CH:46][CH:45]=3)[C:38]3[CH:43]=[CH:42][CH:41]=[CH:40][CH:39]=3)=[C:32]([F:56])[CH:31]=2)[CH2:25]1)=[N+]=[N-].O.[C:58](OC(=O)C)(=[O:60])[CH3:59].N1C=CC=CC=1. Product: [C:58]([NH:20][CH2:23][C@@H:24]1[O:28][C:27](=[O:29])[N:26]([C:30]2[CH:35]=[CH:34][C:33]([S:36][C:37]([C:50]3[CH:55]=[CH:54][CH:53]=[CH:52][CH:51]=3)([C:44]3[CH:49]=[CH:48][CH:47]=[CH:46][CH:45]=3)[C:38]3[CH:43]=[CH:42][CH:41]=[CH:40][CH:39]=3)=[C:32]([F:56])[CH:31]=2)[CH2:25]1)(=[O:60])[CH3:59]. The catalyst class is: 1. (5) Reactant: O[C:2]1[N:7]2[N:8]=[C:9]([CH2:11][CH3:12])[N:10]=[C:6]2[N:5]=[C:4]([CH3:13])[CH:3]=1.P(Cl)(Cl)([Cl:16])=O.C([O-])([O-])=O.[Na+].[Na+]. Product: [Cl:16][C:2]1[N:7]2[N:8]=[C:9]([CH2:11][CH3:12])[N:10]=[C:6]2[N:5]=[C:4]([CH3:13])[CH:3]=1. The catalyst class is: 6.